This data is from Forward reaction prediction with 1.9M reactions from USPTO patents (1976-2016). The task is: Predict the product of the given reaction. The product is: [NH2:1][CH2:4][CH2:5][CH2:6][C:7]1([O:12][CH2:11][CH2:10][O:9]1)[CH3:8]. Given the reactants [N+:1]([CH2:4][CH2:5][CH2:6][C:7]1([O:12][CH2:11][CH2:10][O:9]1)[CH3:8])([O-])=O, predict the reaction product.